This data is from Forward reaction prediction with 1.9M reactions from USPTO patents (1976-2016). The task is: Predict the product of the given reaction. (1) Given the reactants [NH2:1][C:2]1[CH:10]=[C:9]([O:11][CH3:12])[CH:8]=[C:7]([O:13][CH3:14])[C:3]=1[C:4]([NH2:6])=[O:5].[O:15]=[C:16]1[NH:20][CH2:19][C:18](=[O:21])[N:17]1[CH2:22][C:23]1[CH:30]=[CH:29][C:26]([CH:27]=O)=[CH:25][CH:24]=1.S([O-])(O)=O.[Na+].O.C1(C)C=CC(S(O)(=O)=O)=CC=1, predict the reaction product. The product is: [CH3:14][O:13][C:7]1[CH:8]=[C:9]([O:11][CH3:12])[CH:10]=[C:2]2[C:3]=1[C:4](=[O:5])[NH:6][C:27]([C:26]1[CH:25]=[CH:24][C:23]([CH2:22][N:17]3[C:18](=[O:21])[CH2:19][NH:20][C:16]3=[O:15])=[CH:30][CH:29]=1)=[N:1]2. (2) Given the reactants C[O:2][C:3](=[O:13])[CH2:4][NH:5][CH2:6][C:7]1[CH:12]=[CH:11][CH:10]=[CH:9][CH:8]=1.[C:14]([C:18]1[CH:43]=[CH:42][C:21]([O:22][C:23]2[CH:32]=[C:31]3[C:26]([CH:27]=[C:28]([C:39](Cl)=[O:40])[N:29]=[C:30]3[CH2:33][CH:34]3[CH2:38][CH2:37][CH2:36][CH2:35]3)=[CH:25][CH:24]=2)=[CH:20][CH:19]=1)([CH3:17])([CH3:16])[CH3:15], predict the reaction product. The product is: [CH2:6]([N:5]([CH2:4][C:3]([OH:2])=[O:13])[C:39]([C:28]1[N:29]=[C:30]([CH2:33][CH:34]2[CH2:35][CH2:36][CH2:37][CH2:38]2)[C:31]2[C:26]([CH:27]=1)=[CH:25][CH:24]=[C:23]([O:22][C:21]1[CH:42]=[CH:43][C:18]([C:14]([CH3:16])([CH3:17])[CH3:15])=[CH:19][CH:20]=1)[CH:32]=2)=[O:40])[C:7]1[CH:12]=[CH:11][CH:10]=[CH:9][CH:8]=1.